Dataset: Catalyst prediction with 721,799 reactions and 888 catalyst types from USPTO. Task: Predict which catalyst facilitates the given reaction. (1) Reactant: [C:1]1([CH:7]2[CH2:11][CH2:10][NH:9][CH2:8]2)[CH:6]=[CH:5][CH:4]=[CH:3][CH:2]=1.[C:12](Cl)(=[O:17])[CH2:13][CH2:14][CH2:15][CH3:16].C(N(CC)CC)C. Product: [C:1]1([CH:7]2[CH2:11][CH2:10][N:9]([C:12](=[O:17])[CH2:13][CH2:14][CH2:15][CH3:16])[CH2:8]2)[CH:6]=[CH:5][CH:4]=[CH:3][CH:2]=1. The catalyst class is: 4. (2) Reactant: [CH2:1]([C:3]1[CH:4]=[N:5][C:6]([N:9]2[CH2:14][CH2:13][N:12](C(OC(C)(C)C)=O)[CH2:11][CH2:10]2)=[N:7][CH:8]=1)[CH3:2].[ClH:22]. Product: [ClH:22].[CH2:1]([C:3]1[CH:8]=[N:7][C:6]([N:9]2[CH2:10][CH2:11][NH:12][CH2:13][CH2:14]2)=[N:5][CH:4]=1)[CH3:2]. The catalyst class is: 13. (3) Reactant: C1C=C(Cl)C=C(C(OO)=[O:9])C=1.[Cl:12][C:13]1[CH:18]=[CH:17][CH:16]=[CH:15][C:14]=1[CH2:19][CH:20]=[CH2:21].C([O-])([O-])=O.[Na+].[Na+]. Product: [Cl:12][C:13]1[CH:18]=[CH:17][CH:16]=[CH:15][C:14]=1[CH2:19][CH:20]1[O:9][CH2:21]1. The catalyst class is: 2. (4) Reactant: [CH2:1]([Mg]Cl)[CH2:2][CH2:3][CH3:4].[Br:7][C:8]1[CH:15]=[CH:14][CH:13]=[CH:12][C:9]=1[CH:10]=[O:11]. Product: [Br:7][C:8]1[CH:15]=[CH:14][CH:13]=[CH:12][C:9]=1[CH:10]([OH:11])[CH2:1][CH2:2][CH2:3][CH3:4]. The catalyst class is: 28. (5) Reactant: [CH3:1][N:2]1[C:6]2[CH:7]=[CH:8][C:9]([C:11]([OH:13])=O)=[CH:10][C:5]=2[N:4]=[C:3]1[NH:14][C:15]1[S:16][C:17]2[CH:23]=[C:22]([O:24][C:25]([F:28])([F:27])[F:26])[CH:21]=[CH:20][C:18]=2[N:19]=1.[NH2:29][CH2:30][CH2:31][N:32]1[CH2:37][CH2:36][CH:35]([OH:38])[CH2:34][CH2:33]1.CN(C(ON1N=NC2C=CC=CC1=2)=[N+](C)C)C.F[P-](F)(F)(F)(F)F.CCN(C(C)C)C(C)C. Product: [OH:38][CH:35]1[CH2:36][CH2:37][N:32]([CH2:31][CH2:30][NH:29][C:11]([C:9]2[CH:8]=[CH:7][C:6]3[N:2]([CH3:1])[C:3]([NH:14][C:15]4[S:16][C:17]5[CH:23]=[C:22]([O:24][C:25]([F:27])([F:26])[F:28])[CH:21]=[CH:20][C:18]=5[N:19]=4)=[N:4][C:5]=3[CH:10]=2)=[O:13])[CH2:33][CH2:34]1. The catalyst class is: 3. (6) Reactant: [F:1][C:2](CC(O)=O)([F:4])[F:3].[CH2:9]([O:11][C:12]1[CH:17]=[C:16]([CH2:18][N:19]2[CH2:38][CH2:37][C:22]3([CH2:26][N:25]([C:27]4[CH:35]=[CH:34][C:30]([C:31]([OH:33])=[O:32])=[CH:29][CH:28]=4)[C:24](=[O:36])[CH2:23]3)[CH2:21][CH2:20]2)[CH:15]=[C:14]([O:39][CH2:40][CH3:41])[C:13]=1[C:42]1[CH:47]=[CH:46][C:45]([F:48])=[CH:44][CH:43]=1)[CH3:10].C[N:50]([P+](ON1N=NC2C=CC=CC1=2)(N(C)C)N(C)C)C.F[P-](F)(F)(F)(F)F. Product: [F:1][C:2]([O:33][C:31](=[O:32])[CH3:30])([F:4])[F:3].[CH2:40]([O:39][C:14]1[CH:15]=[C:16]([CH2:18][N:19]2[CH2:38][CH2:37][C:22]3([CH2:26][N:25]([C:27]4[CH:28]=[CH:29][C:30]([C:31]([NH2:50])=[O:33])=[CH:34][CH:35]=4)[C:24](=[O:36])[CH2:23]3)[CH2:21][CH2:20]2)[CH:17]=[C:12]([O:11][CH2:9][CH3:10])[C:13]=1[C:42]1[CH:47]=[CH:46][C:45]([F:48])=[CH:44][CH:43]=1)[CH3:41]. The catalyst class is: 1. (7) Reactant: [Li+].C[Si]([N-][Si](C)(C)C)(C)C.[NH2:11][C:12]1[C:17]([F:18])=[CH:16][CH:15]=[CH:14][N:13]=1.F[C:20]1[CH:25]=[C:24]([F:26])[CH:23]=[CH:22][C:21]=1[N+:27]([O-:29])=[O:28].[NH4+].[Cl-]. Product: [F:26][C:24]1[CH:23]=[CH:22][C:21]([N+:27]([O-:29])=[O:28])=[C:20]([NH:11][C:12]2[C:17]([F:18])=[CH:16][CH:15]=[CH:14][N:13]=2)[CH:25]=1. The catalyst class is: 1.